Task: Predict the product of the given reaction.. Dataset: Forward reaction prediction with 1.9M reactions from USPTO patents (1976-2016) (1) The product is: [NH2:7][C@@H:8]([CH2:9][C:10]1[CH:15]=[CH:14][CH:13]=[C:12]([N:16]2[CH2:20][C:19](=[O:21])[N:18]([CH2:22][C:23]3[CH:28]=[CH:27][C:26]([O:29][CH3:30])=[CH:25][CH:24]=3)[S:17]2(=[O:31])=[O:32])[CH:11]=1)[C:33]([NH:34][CH2:35][CH2:36][CH2:37][CH2:38][CH3:39])=[O:40]. Given the reactants C(OC(=O)[NH:7][C@H:8]([C:33](=[O:40])[NH:34][CH2:35][CH2:36][CH2:37][CH2:38][CH3:39])[CH2:9][C:10]1[CH:15]=[CH:14][CH:13]=[C:12]([N:16]2[CH2:20][C:19](=[O:21])[N:18]([CH2:22][C:23]3[CH:28]=[CH:27][C:26]([O:29][CH3:30])=[CH:25][CH:24]=3)[S:17]2(=[O:32])=[O:31])[CH:11]=1)(C)(C)C.C(O)(C(F)(F)F)=O, predict the reaction product. (2) Given the reactants [C:1]([O:5][C:6]([N:8]1[CH2:13][CH2:12][N:11]([C:14]([O:16][C:17]([CH3:20])([CH3:19])[CH3:18])=[O:15])[CH2:10][CH:9]1[C:21]([OH:23])=[O:22])=[O:7])([CH3:4])([CH3:3])[CH3:2].[C:24]([O-])([O-])=O.[K+].[K+].IC, predict the reaction product. The product is: [N:8]1([C:6]([O:5][C:1]([CH3:4])([CH3:2])[CH3:3])=[O:7])[CH2:13][CH2:12][N:11]([C:14]([O:16][C:17]([CH3:20])([CH3:19])[CH3:18])=[O:15])[CH2:10][CH:9]1[C:21]([O:23][CH3:24])=[O:22]. (3) Given the reactants C(C1N=C(N2CCC(F)(F)C2)C2N=NN(CC)C=2N=1)(C)(C)C.[C:23]([C:27]1[N:28]=[C:29]([N:36]2[CH2:42][C:38]3([CH2:41][O:40][CH2:39]3)[CH2:37]2)[C:30]2[N:35]=[N:34][NH:33][C:31]=2[N:32]=1)([CH3:26])([CH3:25])[CH3:24].Br[CH2:44][C:45]1[CH:50]=[CH:49][CH:48]=[CH:47][C:46]=1[S:51]([CH3:54])(=[O:53])=[O:52], predict the reaction product. The product is: [C:23]([C:27]1[N:28]=[C:29]([N:36]2[CH2:37][C:38]3([CH2:39][O:40][CH2:41]3)[CH2:42]2)[C:30]2[N:35]=[N:34][N:33]([CH2:44][C:45]3[CH:50]=[CH:49][CH:48]=[CH:47][C:46]=3[S:51]([CH3:54])(=[O:53])=[O:52])[C:31]=2[N:32]=1)([CH3:26])([CH3:24])[CH3:25]. (4) The product is: [C:12]([O:11][C:9]([N:1]([CH2:19][C:20]1[CH:29]=[CH:28][C:27]([F:30])=[CH:26][C:21]=1[C:22]([O:24][CH3:25])=[O:23])[C:2]([O:4][C:5]([CH3:6])([CH3:7])[CH3:8])=[O:3])=[O:10])([CH3:15])([CH3:14])[CH3:13]. Given the reactants [NH:1]([C:9]([O:11][C:12]([CH3:15])([CH3:14])[CH3:13])=[O:10])[C:2]([O:4][C:5]([CH3:8])([CH3:7])[CH3:6])=[O:3].[H-].[Na+].Br[CH2:19][C:20]1[CH:29]=[CH:28][C:27]([F:30])=[CH:26][C:21]=1[C:22]([O:24][CH3:25])=[O:23], predict the reaction product.